This data is from Forward reaction prediction with 1.9M reactions from USPTO patents (1976-2016). The task is: Predict the product of the given reaction. (1) Given the reactants [Br:1][C:2]1[CH:7]=[CH:6][CH:5]=[C:4]([CH2:8]Br)[N:3]=1.[NH:10]1[CH:14]=[CH:13][N:12]=[N:11]1.C([O-])([O-])=O.[K+].[K+], predict the reaction product. The product is: [Br:1][C:2]1[CH:7]=[CH:6][CH:5]=[C:4]([CH2:8][N:10]2[CH:14]=[CH:13][N:12]=[N:11]2)[N:3]=1.[Br:1][C:2]1[CH:7]=[CH:6][CH:5]=[C:4]([CH2:8][N:11]2[N:12]=[CH:13][CH:14]=[N:10]2)[N:3]=1. (2) The product is: [C:25]([C:17]1[CH:18]=[C:19]([CH2:7][CH2:15][CH2:16][OH:29])[CH:20]=[C:15]([CH3:7])[C:16]=1[OH:29])([CH3:28])([CH3:27])[CH3:26]. Given the reactants C(C1C=C(C(C)(C)C)C=[C:7]([C:15]2[C:16]([OH:29])=[C:17]([C:25]([CH3:28])([CH3:27])[CH3:26])[CH:18]=[C:19](C(C)(C)C)[CH:20]=2)C=1O)(C)(C)C.P(Cl)(Cl)Cl, predict the reaction product. (3) Given the reactants [CH:1]1([CH2:7][NH:8][C:9]([C:11]2[C:16]([NH:17][C:18]([C:20]3[C:29]4[C:24](=[CH:25][CH:26]=[CH:27][CH:28]=4)[C:23]([CH2:30][N:31]4[CH:35]=[CH:34][N:33]=[N:32]4)=[CH:22][CH:21]=3)=[O:19])=[CH:15][CH:14]=[C:13]([O:36]C)[N:12]=2)=[O:10])[CH2:6][CH2:5][CH2:4][CH2:3][CH2:2]1.Cl.N1C=CC=CC=1, predict the reaction product. The product is: [CH:1]1([CH2:7][NH:8][C:9]([C:11]2[C:16]([NH:17][C:18]([C:20]3[C:29]4[C:24](=[CH:25][CH:26]=[CH:27][CH:28]=4)[C:23]([CH2:30][N:31]4[CH:35]=[CH:34][N:33]=[N:32]4)=[CH:22][CH:21]=3)=[O:19])=[CH:15][CH:14]=[C:13]([OH:36])[N:12]=2)=[O:10])[CH2:6][CH2:5][CH2:4][CH2:3][CH2:2]1. (4) Given the reactants [C:1]([N:8]1[CH2:13][CH2:12][NH:11][CH2:10][CH2:9]1)([O:3][C:4]([CH3:7])([CH3:6])[CH3:5])=[O:2].[N+:14]([C:17]1[CH:18]=[C:19]2[C:23](=[CH:24][CH:25]=1)[CH2:22][CH:21]=[CH:20]2)([O-])=O, predict the reaction product. The product is: [NH2:14][C:17]1[CH:18]=[C:19]2[C:23](=[CH:24][CH:25]=1)[CH2:22][CH:21]([N:11]1[CH2:10][CH2:9][N:8]([C:1]([O:3][C:4]([CH3:7])([CH3:6])[CH3:5])=[O:2])[CH2:13][CH2:12]1)[CH2:20]2. (5) Given the reactants [NH2:1][C:2]1[C:21]([Br:22])=[CH:20][C:5]2[C:6]([C:16]([O:18][CH3:19])=[O:17])=[C:7]([C:9]3[CH:14]=[CH:13][C:12]([F:15])=[CH:11][CH:10]=3)[O:8][C:4]=2[CH:3]=1.N1C=CC=CC=1.[C:29]1([S:35](Cl)(=[O:37])=[O:36])[CH:34]=[CH:33][CH:32]=[CH:31][CH:30]=1, predict the reaction product. The product is: [Br:22][C:21]1[C:2]([NH:1][S:35]([C:29]2[CH:34]=[CH:33][CH:32]=[CH:31][CH:30]=2)(=[O:37])=[O:36])=[CH:3][C:4]2[O:8][C:7]([C:9]3[CH:10]=[CH:11][C:12]([F:15])=[CH:13][CH:14]=3)=[C:6]([C:16]([O:18][CH3:19])=[O:17])[C:5]=2[CH:20]=1.